This data is from Reaction yield outcomes from USPTO patents with 853,638 reactions. The task is: Predict the reaction yield, written as a fraction of the theoretical maximum amount of product (1.0 means a 100% yield; for example, 0.34 means a 34% yield). (1) The reactants are [CH3:1][C:2]1([CH3:15])[CH:7]=[CH:6][N:5]([C:8]2[CH:13]=[CH:12][CH:11]=[CH:10][CH:9]=2)[C:4](=O)[CH2:3]1.[H-].[Al+3].[Li+].[H-].[H-].[H-].O.O.O.O.O.O.O.O.O.O.S([O-])([O-])(=O)=O.[Na+].[Na+].S([O-])([O-])(=O)=O.[Na+].[Na+].CC1(C)CCN(C2C=CC=CC=2)CC1. The catalyst is C(OCC)C. The product is [CH3:1][C:2]1([CH3:15])[CH:3]=[CH:4][N:5]([C:8]2[CH:13]=[CH:12][CH:11]=[CH:10][CH:9]=2)[CH2:6][CH2:7]1. The yield is 1.00. (2) The yield is 0.767. The catalyst is CN(C=O)C. The reactants are [CH3:1][C:2]1([C:5]([OH:7])=O)[CH2:4][CH2:3]1.CCN=C=NCCCN(C)C.C1C=C2N=NN(O)C2=CC=1.O.CCN(C(C)C)C(C)C.[NH2:39][CH2:40][C:41]1[C:42](=[O:58])[N:43]2[CH2:50][CH2:49][C@H:48]([C:51]3[CH:56]=[CH:55][C:54]([Cl:57])=[CH:53][CH:52]=3)[N:47]=[C:44]2[NH:45][N:46]=1. The product is [Cl:57][C:54]1[CH:55]=[CH:56][C:51]([C@H:48]2[CH2:49][CH2:50][N:43]3[C:44]([NH:45][N:46]=[C:41]([CH2:40][NH:39][C:5]([C:2]4([CH3:1])[CH2:4][CH2:3]4)=[O:7])[C:42]3=[O:58])=[N:47]2)=[CH:52][CH:53]=1. (3) The reactants are [Cl:1][C:2]1[CH:3]=[C:4](/[CH:8]=[CH:9]/[C:10]2[N:15]=[C:14](O)[CH:13]=[C:12]([CH3:17])[N:11]=2)[CH:5]=[CH:6][CH:7]=1.O=P(Cl)(Cl)[Cl:20]. No catalyst specified. The product is [Cl:20][C:14]1[CH:13]=[C:12]([CH3:17])[N:11]=[C:10](/[CH:9]=[CH:8]/[C:4]2[CH:5]=[CH:6][CH:7]=[C:2]([Cl:1])[CH:3]=2)[N:15]=1. The yield is 0.710. (4) The reactants are [CH2:1]([N:3]([CH:24]1[CH2:29][CH2:28][O:27][CH2:26][CH2:25]1)[C:4]1[C:5]([CH3:23])=[C:6]([CH:11]=[C:12](B2OC(C)(C)C(C)(C)O2)[CH:13]=1)[C:7]([O:9][CH3:10])=[O:8])[CH3:2].I[C:31]1[CH:32]=[CH:33][C:34]([N:37]2[CH2:43][CH2:42][CH2:41][N:40]([CH3:44])[CH2:39][CH2:38]2)=[N:35][CH:36]=1.C(=O)([O-])[O-].[Na+].[Na+].C(OCC)(=O)C. The catalyst is O1CCOCC1.O.C1C=CC([P]([Pd]([P](C2C=CC=CC=2)(C2C=CC=CC=2)C2C=CC=CC=2)([P](C2C=CC=CC=2)(C2C=CC=CC=2)C2C=CC=CC=2)[P](C2C=CC=CC=2)(C2C=CC=CC=2)C2C=CC=CC=2)(C2C=CC=CC=2)C2C=CC=CC=2)=CC=1. The product is [CH2:1]([N:3]([CH:24]1[CH2:29][CH2:28][O:27][CH2:26][CH2:25]1)[C:4]1[C:5]([CH3:23])=[C:6]([CH:11]=[C:12]([C:31]2[CH:36]=[N:35][C:34]([N:37]3[CH2:43][CH2:42][CH2:41][N:40]([CH3:44])[CH2:39][CH2:38]3)=[CH:33][CH:32]=2)[CH:13]=1)[C:7]([O:9][CH3:10])=[O:8])[CH3:2]. The yield is 0.120. (5) The reactants are [CH2:1]([C:5]1[CH:6]=[C:7](/[CH:10]=[CH:11]/[C:12]([O:14][CH2:15][CH3:16])=[O:13])[NH:8][CH:9]=1)[CH2:2][CH2:3][CH3:4].[H][H]. The catalyst is C(O)C.[Pd]. The product is [CH2:1]([C:5]1[CH:6]=[C:7]([CH2:10][CH2:11][C:12]([O:14][CH2:15][CH3:16])=[O:13])[NH:8][CH:9]=1)[CH2:2][CH2:3][CH3:4]. The yield is 0.830. (6) The reactants are [CH3:1][C:2]1[O:6][N:5]=[C:4]([C:7]2[CH:12]=[CH:11][CH:10]=[CH:9][CH:8]=2)[C:3]=1[CH2:13][O:14][C:15]1[N:20]=[CH:19][C:18]([NH2:21])=[CH:17][CH:16]=1.[CH3:22][O:23][C:24]([C:26](Cl)=[O:27])=[O:25]. No catalyst specified. The product is [CH3:22][O:23][C:24](=[O:25])[C:26]([NH:21][C:18]1[CH:19]=[N:20][C:15]([O:14][CH2:13][C:3]2[C:4]([C:7]3[CH:12]=[CH:11][CH:10]=[CH:9][CH:8]=3)=[N:5][O:6][C:2]=2[CH3:1])=[CH:16][CH:17]=1)=[O:27]. The yield is 0.600. (7) The reactants are FC(F)(F)S(O[C:7]1[CH:8]=[C:9]([C:22]2[CH:27]=[CH:26][CH:25]=[CH:24][N:23]=2)[C:10]2[S:14][C:13]([NH:15][C:16]([NH:18][CH2:19][CH3:20])=[O:17])=[N:12][C:11]=2[CH:21]=1)(=O)=O.[CH3:30][C:31]1([C:51]([O:53][CH2:54][CH3:55])=[O:52])[O:36][C:35]2[CH:37]=[C:38](B3OC(C)(C)C(C)(C)O3)[CH:39]=[N:40][C:34]=2[NH:33][C:32]1=[O:50].ClC1N2N=C(N)N=C2C=C(Cl)C=1.P([O-])([O-])([O-])=O.[K+].[K+].[K+]. The catalyst is O1CCOCC1.CCOC(C)=O. The product is [CH2:19]([NH:18][C:16](=[O:17])[NH:15][C:13]1[S:14][C:10]2[C:9]([C:22]3[CH:27]=[CH:26][CH:25]=[CH:24][N:23]=3)=[CH:8][C:7]([C:38]3[CH:39]=[N:40][C:34]4[NH:33][C:32](=[O:50])[C:31]([CH3:30])([C:51]([O:53][CH2:54][CH3:55])=[O:52])[O:36][C:35]=4[CH:37]=3)=[CH:21][C:11]=2[N:12]=1)[CH3:20]. The yield is 0.420. (8) The reactants are [C:1]([C:5]1[CH:10]=[CH:9][CH:8]=[CH:7][C:6]=1[N:11]1[CH2:16][CH2:15][N:14]([C:17](=[O:27])[CH2:18][CH:19]2[CH2:24][C:23](=[O:25])[NH:22][C:21](=[O:26])[CH2:20]2)[CH2:13][CH2:12]1)([CH3:4])([CH3:3])[CH3:2].Br[CH2:29][C:30]1[CH:39]=[CH:38][C:33]([C:34]([O:36][CH3:37])=[O:35])=[CH:32][CH:31]=1.C(=O)([O-])[O-].[K+].[K+].O. The catalyst is CN(C=O)C. The product is [C:1]([C:5]1[CH:10]=[CH:9][CH:8]=[CH:7][C:6]=1[N:11]1[CH2:12][CH2:13][N:14]([C:17](=[O:27])[CH2:18][CH:19]2[CH2:24][C:23](=[O:25])[N:22]([CH2:29][C:30]3[CH:39]=[CH:38][C:33]([C:34]([O:36][CH3:37])=[O:35])=[CH:32][CH:31]=3)[C:21](=[O:26])[CH2:20]2)[CH2:15][CH2:16]1)([CH3:4])([CH3:2])[CH3:3]. The yield is 0.860. (9) The reactants are [CH2:1]([S:4]([C:7]1[CH:12]=[CH:11][C:10]([CH3:13])=[C:9]([C:14]#[C:15][C:16]2[CH:21]=[C:20]([Cl:22])[CH:19]=[CH:18][C:17]=2[O:23]COC)[CH:8]=1)(=[O:6])=[O:5])[CH2:2][CH3:3].Cl. The catalyst is O1CCOCC1. The product is [Cl:22][C:20]1[CH:19]=[CH:18][C:17]([OH:23])=[C:16]([C:15]#[C:14][C:9]2[CH:8]=[C:7]([S:4]([CH2:1][CH2:2][CH3:3])(=[O:6])=[O:5])[CH:12]=[CH:11][C:10]=2[CH3:13])[CH:21]=1. The yield is 0.910.